From a dataset of Full USPTO retrosynthesis dataset with 1.9M reactions from patents (1976-2016). Predict the reactants needed to synthesize the given product. Given the product [F:32][C:33]1([F:45])[C@@H:9]2[C@H:8]1[C@@H:7]([C:1]1[CH:6]=[CH:5][CH:4]=[CH:3][CH:2]=1)[CH2:11][C@H:10]2[N:12]1[C:20](=[O:21])[C:19]2[C:14](=[CH:15][CH:16]=[CH:17][CH:18]=2)[C:13]1=[O:22], predict the reactants needed to synthesize it. The reactants are: [C:1]1([C@H:7]2[CH2:11][C@@H:10]([N:12]3[C:20](=[O:21])[C:19]4[C:14](=[CH:15][CH:16]=[CH:17][CH:18]=4)[C:13]3=[O:22])[CH:9]=[CH:8]2)[CH:6]=[CH:5][CH:4]=[CH:3][CH:2]=1.C1(C)C=CC=CC=1.[F-].[Na+].[F:32][C:33]([F:45])(S(F)(=O)=O)C(O[Si](C)(C)C)=O.